This data is from Forward reaction prediction with 1.9M reactions from USPTO patents (1976-2016). The task is: Predict the product of the given reaction. Given the reactants [C:1]([O:5][C:6]([NH:8][C:9]1[S:10][CH:11]=[C:12](/[C:14](=[N:31]/[O:32][C:33]2([C:36]([O:38][CH:39]([C:46]3[CH:51]=[CH:50][CH:49]=[CH:48][CH:47]=3)[C:40]3[CH:45]=[CH:44][CH:43]=[CH:42][CH:41]=3)=[O:37])[CH2:35][CH2:34]2)/[C:15]([NH:17][C@@H:18]2[C:21](=[O:22])[NH:20][C@@H:19]2[CH2:23][N:24]2[N:28]=[C:27]([CH2:29][OH:30])[CH:26]=[N:25]2)=[O:16])[N:13]=1)=[O:7])([CH3:4])([CH3:3])[CH3:2], predict the reaction product. The product is: [C:1]([O:5][C:6]([NH:8][C:9]1[S:10][CH:11]=[C:12](/[C:14](=[N:31]/[O:32][C:33]2([C:36]([O:38][CH:39]([C:46]3[CH:51]=[CH:50][CH:49]=[CH:48][CH:47]=3)[C:40]3[CH:41]=[CH:42][CH:43]=[CH:44][CH:45]=3)=[O:37])[CH2:34][CH2:35]2)/[C:15]([NH:17][C@@H:18]2[C:21](=[O:22])[NH:20][C@@H:19]2[CH2:23][N:24]2[N:28]=[C:27]([CH:29]=[O:30])[CH:26]=[N:25]2)=[O:16])[N:13]=1)=[O:7])([CH3:4])([CH3:2])[CH3:3].